Dataset: Catalyst prediction with 721,799 reactions and 888 catalyst types from USPTO. Task: Predict which catalyst facilitates the given reaction. (1) Reactant: [NH2:1][C:2]1[CH:3]=[CH:4][C:5]([Cl:8])=[N:6][CH:7]=1.[C:9]([O:13][C:14](O[C:14]([O:13][C:9]([CH3:12])([CH3:11])[CH3:10])=[O:15])=[O:15])([CH3:12])([CH3:11])[CH3:10].O. Product: [Cl:8][C:5]1[N:6]=[CH:7][C:2]([NH:1][C:14](=[O:15])[O:13][C:9]([CH3:12])([CH3:11])[CH3:10])=[CH:3][CH:4]=1. The catalyst class is: 12. (2) Reactant: Br[C:2]1[CH:3]=[CH:4][C:5]([N+:8]([O-:10])=[O:9])=[N:6][CH:7]=1.CC1(C)C(C)(C)OB([C:19]2[CH2:24][CH2:23][N:22]([C:25]([O:27][C:28]([CH3:31])([CH3:30])[CH3:29])=[O:26])[CH2:21][CH:20]=2)O1.O1CCOCC1.C([O-])([O-])=O.[Cs+].[Cs+]. Product: [N+:8]([C:5]1[N:6]=[CH:7][C:2]([C:19]2[CH2:24][CH2:23][N:22]([C:25]([O:27][C:28]([CH3:31])([CH3:30])[CH3:29])=[O:26])[CH2:21][CH:20]=2)=[CH:3][CH:4]=1)([O-:10])=[O:9]. The catalyst class is: 189. (3) Reactant: [C-:1]#[N:2].[Na+].Br[CH2:5][C:6]1[CH:15]=[CH:14][C:9]([C:10]([O:12][CH3:13])=[O:11])=[CH:8][CH:7]=1.O. Product: [C:10]([C:9]1[CH:14]=[CH:15][C:6]([CH2:5][C:1]#[N:2])=[CH:7][CH:8]=1)([O:12][CH3:13])=[O:11]. The catalyst class is: 118. (4) Reactant: Cl[C:2]1[N:7]=[C:6]([Cl:8])[N:5]=[C:4]2[N:9]([CH:12]([CH3:14])[CH3:13])[N:10]=[CH:11][C:3]=12.CCN(CC)CC.[NH:22]1[CH2:27][CH2:26][O:25][CH2:24][CH2:23]1. Product: [Cl:8][C:6]1[N:5]=[C:4]2[N:9]([CH:12]([CH3:14])[CH3:13])[N:10]=[CH:11][C:3]2=[C:2]([N:22]2[CH2:27][CH2:26][O:25][CH2:24][CH2:23]2)[N:7]=1. The catalyst class is: 14. (5) Reactant: Cl[C:2]1[C:11]2[C:6](=[CH:7][C:8]([Cl:12])=[CH:9][CH:10]=2)[CH:5]=[CH:4][N:3]=1.[NH:13]1[CH2:18][CH2:17][NH:16][CH2:15][CH:14]1[C:19]([NH2:21])=[O:20].C([O-])([O-])=O.[K+].[K+]. Product: [Cl:12][C:8]1[CH:7]=[C:6]2[C:11](=[CH:10][CH:9]=1)[C:2]([N:16]1[CH2:17][CH2:18][NH:13][CH:14]([C:19]([NH2:21])=[O:20])[CH2:15]1)=[N:3][CH:4]=[CH:5]2. The catalyst class is: 148.